From a dataset of Reaction yield outcomes from USPTO patents with 853,638 reactions. Predict the reaction yield, written as a fraction of the theoretical maximum amount of product (1.0 means a 100% yield; for example, 0.34 means a 34% yield). (1) The yield is 0.770. The reactants are O[C:2]1[CH:3]=[C:4]([C:11]([O:13][CH2:14][CH3:15])=[O:12])[C:5]2[CH:10]=[N:9][NH:8][C:6]=2[N:7]=1.P(Br)(Br)([Br:18])=O. The catalyst is C(#N)C. The product is [Br:18][C:2]1[CH:3]=[C:4]([C:11]([O:13][CH2:14][CH3:15])=[O:12])[C:5]2[CH:10]=[N:9][NH:8][C:6]=2[N:7]=1. (2) The reactants are [F:1][C:2]([F:22])([F:21])[O:3][C:4]1[CH:9]=[CH:8][C:7]([S:10]([N:13]2[CH2:18][CH2:17][CH:16]([O:19][NH2:20])[CH2:15][CH2:14]2)(=[O:12])=[O:11])=[CH:6][CH:5]=1.ON1C2C=CC=CC=2N=N1.[C:33]([C:35]1[CH:36]=[C:37]([CH:41]=[CH:42][CH:43]=1)[C:38](O)=[O:39])#[N:34].C(N(CC)C(C)C)(C)C. The catalyst is CN(C)C=O. The product is [C:33]([C:35]1[CH:36]=[C:37]([CH:41]=[CH:42][CH:43]=1)[C:38]([NH:20][O:19][CH:16]1[CH2:17][CH2:18][N:13]([S:10]([C:7]2[CH:6]=[CH:5][C:4]([O:3][C:2]([F:1])([F:21])[F:22])=[CH:9][CH:8]=2)(=[O:11])=[O:12])[CH2:14][CH2:15]1)=[O:39])#[N:34]. The yield is 0.360. (3) The reactants are [C:1]([NH:4][NH:5][C:6]([C@@H:8]1[CH2:14][CH2:13][C@@H:12]2[CH2:15][N:9]1[C:10](=[O:24])[N:11]2[O:16]CC1C=CC=CC=1)=[O:7])(=[O:3])[CH3:2]. The catalyst is CO.[Pd]. The product is [C:1]([NH:4][NH:5][C:6]([C@@H:8]1[CH2:14][CH2:13][C@@H:12]2[CH2:15][N:9]1[C:10](=[O:24])[N:11]2[OH:16])=[O:7])(=[O:3])[CH3:2]. The yield is 0.950. (4) The reactants are Cl[C:2]1[N:7]=[C:6]([CH3:8])[N:5]=[C:4]([O:9][C:10]2[CH:11]=[CH:12][C:13]3[O:18][CH2:17][CH2:16][N:15]([C:19]4[S:20][C:21]5[C:22](=[O:30])[NH:23][C:24]([CH3:29])([CH3:28])[CH2:25][C:26]=5[N:27]=4)[C:14]=3[CH:31]=2)[CH:3]=1.C(N(CC)CC)C. The catalyst is CO.[Pd]. The product is [CH3:28][C:24]1([CH3:29])[NH:23][C:22](=[O:30])[C:21]2[S:20][C:19]([N:15]3[C:14]4[CH:31]=[C:10]([O:9][C:4]5[CH:3]=[CH:2][N:7]=[C:6]([CH3:8])[N:5]=5)[CH:11]=[CH:12][C:13]=4[O:18][CH2:17][CH2:16]3)=[N:27][C:26]=2[CH2:25]1. The yield is 0.650.